Dataset: Forward reaction prediction with 1.9M reactions from USPTO patents (1976-2016). Task: Predict the product of the given reaction. (1) Given the reactants [CH:1]([C:4]1[CH:9]=[CH:8][CH:7]=[CH:6][C:5]=1[OH:10])([CH3:3])[CH3:2].[I-:11].[Na+].[OH-].[Na+].[O-]Cl.[Na+].[O-]S([O-])(=S)=O.[Na+].[Na+].Cl, predict the reaction product. The product is: [I:11][C:8]1[CH:7]=[CH:6][C:5]([OH:10])=[C:4]([CH:1]([CH3:3])[CH3:2])[CH:9]=1. (2) Given the reactants [F:1][C:2]([F:16])([C:8]1[CH:13]=[CH:12][C:11]([CH2:14][F:15])=[CH:10][N:9]=1)[C:3](OCC)=[O:4].[BH4-].[Na+], predict the reaction product. The product is: [F:16][C:2]([F:1])([C:8]1[CH:13]=[CH:12][C:11]([CH2:14][F:15])=[CH:10][N:9]=1)[CH2:3][OH:4]. (3) Given the reactants [Li].[F:2][C:3]([F:22])([F:21])[O:4][C:5]1[CH:6]=[C:7]([C:11]([O-])=[CH:12][C:13](=O)[C:14]([O:16]CC)=[O:15])[CH:8]=[N:9][CH:10]=1.ClC1C=C(C2N(C3C=CC=CN=3)N=C(C(O)=O)C=2)C=C(F)C=1.Cl.[Cl:46][C:47]1[CH:48]=[C:49]([NH:53][NH2:54])[CH:50]=[CH:51][CH:52]=1, predict the reaction product. The product is: [Cl:46][C:47]1[CH:48]=[C:49]([N:53]2[C:11]([C:7]3[CH:8]=[N:9][CH:10]=[C:5]([O:4][C:3]([F:2])([F:21])[F:22])[CH:6]=3)=[CH:12][C:13]([C:14]([OH:16])=[O:15])=[N:54]2)[CH:50]=[CH:51][CH:52]=1. (4) Given the reactants [Cl:1][C:2]1[CH:3]=[C:4]([CH2:9][C:10]([OH:12])=[O:11])[CH:5]=[CH:6][C:7]=1[Cl:8].S(Cl)(Cl)(=O)=O.[CH3:18]O, predict the reaction product. The product is: [Cl:1][C:2]1[CH:3]=[C:4]([CH2:9][C:10]([O:12][CH3:18])=[O:11])[CH:5]=[CH:6][C:7]=1[Cl:8]. (5) Given the reactants C([N:8]1[CH2:13][CH2:12][CH:11]([N:14]2[C:23]3[C:18](=[CH:19][N:20]=[C:21]4[N:26]([CH2:27][O:28][CH2:29][CH2:30][Si:31]([CH3:34])([CH3:33])[CH3:32])[CH:25]=[CH:24][C:22]4=3)[C:17](=[O:35])[CH:16]=[CH:15]2)[CH2:10][CH2:9]1)C1C=CC=CC=1.C(Cl)(Cl)Cl.CO, predict the reaction product. The product is: [NH:8]1[CH2:13][CH2:12][CH:11]([N:14]2[C:23]3[C:18](=[CH:19][N:20]=[C:21]4[N:26]([CH2:27][O:28][CH2:29][CH2:30][Si:31]([CH3:33])([CH3:32])[CH3:34])[CH:25]=[CH:24][C:22]4=3)[C:17](=[O:35])[CH:16]=[CH:15]2)[CH2:10][CH2:9]1. (6) Given the reactants [C:1]([OH:12])(=[O:11])[C:2]1[CH:10]=[CH:9][C:6]([O:7][CH3:8])=[C:4]([OH:5])[CH:3]=1.O.[C:14]1(C)C=CC(S(O)(=O)=O)=CC=1, predict the reaction product. The product is: [OH:5][C:4]1[CH:3]=[C:2]([CH:10]=[CH:9][C:6]=1[O:7][CH3:8])[C:1]([O:12][CH3:14])=[O:11].